Regression. Given a peptide amino acid sequence and an MHC pseudo amino acid sequence, predict their binding affinity value. This is MHC class II binding data. From a dataset of Peptide-MHC class II binding affinity with 134,281 pairs from IEDB. (1) The binding affinity (normalized) is 0.242. The peptide sequence is WPDLDLKPGAAWTVY. The MHC is DRB1_0801 with pseudo-sequence DRB1_0801. (2) The peptide sequence is VQYSRADEEQQQALS. The MHC is DRB5_0101 with pseudo-sequence DRB5_0101. The binding affinity (normalized) is 0. (3) The peptide sequence is VFGNCEGVKIIGISI. The MHC is DRB1_0101 with pseudo-sequence DRB1_0101. The binding affinity (normalized) is 0.270. (4) The peptide sequence is HGRQIKMAKLLGRDPE. The binding affinity (normalized) is 0.446. The MHC is DRB1_0301 with pseudo-sequence DRB1_0301. (5) The peptide sequence is IGSRGRRSCRAARRP. The MHC is DRB5_0101 with pseudo-sequence DRB5_0101. The binding affinity (normalized) is 0.634.